Dataset: Forward reaction prediction with 1.9M reactions from USPTO patents (1976-2016). Task: Predict the product of the given reaction. (1) The product is: [C:4]([C:9]1[S:13][C:12]([C:14]([OH:16])=[O:15])=[C:11]([OH:19])[C:10]=1[OH:20])([OH:6])=[O:5]. Given the reactants CCO.[C:4]([C:9]1[S:13][C:12]([C:14]([O:16]CC)=[O:15])=[C:11]([OH:19])[C:10]=1[OH:20])([O:6]CC)=[O:5].[OH-].[Na+], predict the reaction product. (2) Given the reactants C(OC([N:8]1[C:17]2[C:12](=[CH:13][CH:14]=[CH:15][CH:16]=2)[N:11]([C:18]2[CH:23]=[CH:22][C:21]([N:24]3[CH2:29][CH2:28][N:27]([CH2:30][CH2:31][S:32]([CH3:35])(=[O:34])=[O:33])[CH2:26][CH2:25]3)=[CH:20][N:19]=2)[CH2:10][CH2:9]1)=O)(C)(C)C.Cl, predict the reaction product. The product is: [CH3:35][S:32]([CH2:31][CH2:30][N:27]1[CH2:28][CH2:29][N:24]([C:21]2[CH:22]=[CH:23][C:18]([N:11]3[C:12]4[C:17](=[CH:16][CH:15]=[CH:14][CH:13]=4)[NH:8][CH2:9][CH2:10]3)=[N:19][CH:20]=2)[CH2:25][CH2:26]1)(=[O:34])=[O:33]. (3) Given the reactants [Cl:1][C:2]1[C:7]([O:8][CH3:9])=[CH:6][C:5]([NH:10]C(=O)C(F)(F)F)=[C:4]([CH3:17])[CH:3]=1.[OH-].[Na+], predict the reaction product. The product is: [Cl:1][C:2]1[C:7]([O:8][CH3:9])=[CH:6][C:5]([NH2:10])=[C:4]([CH3:17])[CH:3]=1. (4) The product is: [F:1][C:2]1[C:3]([O:11][CH3:32])=[C:4]([C:5]2[N:18]([C:19]3[CH:24]=[CH:23][C:22]([CH:25]([CH3:27])[CH3:26])=[CH:21][CH:20]=3)[C:16](=[O:17])[C:15]([CH2:28][CH:29]([CH3:31])[CH3:30])=[C:12]([CH3:13])[N:7]=2)[CH:8]=[CH:9][CH:10]=1. Given the reactants [F:1][C:2]1[C:3]([OH:11])=[C:4]([CH:8]=[CH:9][CH:10]=1)[C:5]([NH2:7])=O.[C:12]([CH:15]([CH2:28][CH:29]([CH3:31])[CH3:30])[C:16]([NH:18][C:19]1[CH:24]=[CH:23][C:22]([CH:25]([CH3:27])[CH3:26])=[CH:21][CH:20]=1)=[O:17])(=O)[CH3:13].[C:32]1(C)C(C)=CC=CC=1, predict the reaction product. (5) Given the reactants [H-].[Na+].[C:3](#[N:7])[CH2:4][C:5]#[N:6].Br[CH2:9][CH2:10][CH2:11][CH2:12]Br.Cl, predict the reaction product. The product is: [C:4]1([C:3]#[N:7])([C:5]#[N:6])[CH2:12][CH2:11][CH2:10][CH2:9]1. (6) The product is: [CH2:27]([N:6]1[C:7](=[O:8])[C:2]([Br:1])=[CH:3][C:4]2[CH:11]=[N:10][N:9]([C:12]3[CH:17]=[CH:16][C:15]([F:18])=[CH:14][C:13]=3[F:19])[C:5]1=2)[CH:26]=[CH2:25]. Given the reactants [Br:1][C:2]1[C:7](=[O:8])[NH:6][C:5]2[N:9]([C:12]3[CH:17]=[CH:16][C:15]([F:18])=[CH:14][C:13]=3[F:19])[N:10]=[CH:11][C:4]=2[CH:3]=1.[H-].[Na+].[Br-].[Li+].Br[CH2:25][CH:26]=[CH2:27], predict the reaction product. (7) Given the reactants Cl.[C:2]([C:12]1[CH:29]=[CH:28][C:15]([CH2:16][NH:17][C:18]2[CH:19]=[C:20]([CH:25]=[CH:26][CH:27]=2)[C:21]([O:23][CH3:24])=[O:22])=[CH:14][CH:13]=1)#[C:3][CH2:4][CH2:5][CH2:6][CH2:7][CH2:8][CH2:9][CH2:10][CH3:11].[C:30](Cl)(=[O:36])[CH2:31][CH2:32][CH2:33][CH2:34][CH3:35], predict the reaction product. The product is: [C:2]([C:12]1[CH:13]=[CH:14][C:15]([CH2:16][N:17]([C:30](=[O:36])[CH2:31][CH2:32][CH2:33][CH2:34][CH3:35])[C:18]2[CH:19]=[C:20]([CH:25]=[CH:26][CH:27]=2)[C:21]([O:23][CH3:24])=[O:22])=[CH:28][CH:29]=1)#[C:3][CH2:4][CH2:5][CH2:6][CH2:7][CH2:8][CH2:9][CH2:10][CH3:11]. (8) Given the reactants Br[C:2]1[CH:7]=[C:6]([F:8])[C:5]([F:9])=[CH:4][C:3]=1[S:10][CH3:11].O1CCOCC1.[OH:18][C:19]1[CH:24]=[CH:23][C:22](B(O)O)=[CH:21][CH:20]=1.C(=O)([O-])[O-].[Na+].[Na+], predict the reaction product. The product is: [F:9][C:5]1[C:6]([F:8])=[CH:7][C:2]([C:22]2[CH:23]=[CH:24][C:19]([OH:18])=[CH:20][CH:21]=2)=[C:3]([S:10][CH3:11])[CH:4]=1.